From a dataset of Forward reaction prediction with 1.9M reactions from USPTO patents (1976-2016). Predict the product of the given reaction. (1) The product is: [C:39]([C@@H:37]([C@H:35]([C:34]([OH:43])=[O:42])[OH:36])[OH:38])([OH:41])=[O:40].[C:29]([NH:28][C:27]([O:26][CH2:25][C:21]1[CH:20]=[C:19]([C:16]2[CH:15]=[N:14][C:13]([N:10]3[CH2:9][CH2:8][CH:7]([O:6][CH2:5][C:4]([O:3][CH2:1][CH3:2])=[O:33])[CH2:12][CH2:11]3)=[N:18][CH:17]=2)[CH:24]=[CH:23][CH:22]=1)=[O:32])(=[NH:30])[NH2:31]. Given the reactants [CH2:1]([O:3][C:4](=[O:33])[CH2:5][O:6][CH:7]1[CH2:12][CH2:11][N:10]([C:13]2[N:18]=[CH:17][C:16]([C:19]3[CH:24]=[CH:23][CH:22]=[C:21]([CH2:25][O:26][C:27](=[O:32])[NH:28][C:29](=[NH:31])[NH2:30])[CH:20]=3)=[CH:15][N:14]=2)[CH2:9][CH2:8]1)[CH3:2].[C:34]([OH:43])(=[O:42])[C@@H:35]([C@H:37]([C:39]([OH:41])=[O:40])[OH:38])[OH:36], predict the reaction product. (2) The product is: [ClH:36].[F:1][C:2]1[CH:7]=[CH:6][C:5]([C:8]2[N:9]=[C:10]3[N:14]([C:15]=2[C:16]2[CH:21]=[CH:20][N:19]=[C:18]([NH:22][CH:23]4[CH2:28][CH2:27][NH:26][CH2:25][CH2:24]4)[N:17]=2)[CH:13]=[CH:12][O:11]3)=[CH:4][CH:3]=1. Given the reactants [F:1][C:2]1[CH:7]=[CH:6][C:5]([C:8]2[N:9]=[C:10]3[N:14]([C:15]=2[C:16]2[CH:21]=[CH:20][N:19]=[C:18]([NH:22][CH:23]4[CH2:28][CH2:27][N:26](C(OC(C)(C)C)=O)[CH2:25][CH2:24]4)[N:17]=2)[CH:13]=[CH:12][O:11]3)=[CH:4][CH:3]=1.[ClH:36], predict the reaction product. (3) The product is: [CH3:1][C:2]1[C:6]([CH2:7][C:8](=[O:9])[NH:39][S:36]([C:33]([CH3:35])([CH3:34])[CH3:32])(=[O:38])=[O:37])=[C:5]([CH3:11])[N:4]([CH2:12][C:13]2[CH:18]=[CH:17][C:16]([NH:19][C:20](=[O:31])[C:21]3[CH:22]=[CH:23][C:24]([C:27]([F:29])([F:28])[F:30])=[CH:25][CH:26]=3)=[CH:15][CH:14]=2)[N:3]=1. Given the reactants [CH3:1][C:2]1[C:6]([CH2:7][C:8](O)=[O:9])=[C:5]([CH3:11])[N:4]([CH2:12][C:13]2[CH:18]=[CH:17][C:16]([NH:19][C:20](=[O:31])[C:21]3[CH:26]=[CH:25][C:24]([C:27]([F:30])([F:29])[F:28])=[CH:23][CH:22]=3)=[CH:15][CH:14]=2)[N:3]=1.[CH3:32][C:33]([S:36]([NH2:39])(=[O:38])=[O:37])([CH3:35])[CH3:34].C1(N=C=NC2CCCCC2)CCCCC1, predict the reaction product. (4) Given the reactants [F:1][C:2]([F:21])([F:20])[C:3]1[N:4]=[C:5]([C:8]2([CH2:11][NH:12]C(=O)OC(C)(C)C)[CH2:10][CH2:9]2)[S:6][CH:7]=1.[ClH:22], predict the reaction product. The product is: [ClH:22].[F:21][C:2]([F:1])([F:20])[C:3]1[N:4]=[C:5]([C:8]2([CH2:11][NH2:12])[CH2:9][CH2:10]2)[S:6][CH:7]=1. (5) Given the reactants [Cl:1][C:2]1[CH:10]=[C:9]2[C:5]([C:6]([C:11]([N:13]3[CH2:18][CH2:17][C:16]4([C:22]5[CH:23]=[CH:24][CH:25]=[CH:26][C:21]=5[C:20](=[O:27])[O:19]4)[CH2:15][CH2:14]3)=[O:12])=[CH:7][NH:8]2)=[CH:4][CH:3]=1.[C:28]1([C:37]2[CH:42]=[CH:41][CH:40]=[CH:39][CH:38]=2)[CH:33]=[CH:32][CH:31]=[C:30](B(O)O)[CH:29]=1, predict the reaction product. The product is: [C:28]1([C:37]2[CH:38]=[CH:39][CH:40]=[CH:41][CH:42]=2)[CH:33]=[CH:32][CH:31]=[C:30]([N:8]2[C:9]3[C:5](=[CH:4][CH:3]=[C:2]([Cl:1])[CH:10]=3)[C:6]([C:11]([N:13]3[CH2:18][CH2:17][C:16]4([C:22]5[CH:23]=[CH:24][CH:25]=[CH:26][C:21]=5[C:20](=[O:27])[O:19]4)[CH2:15][CH2:14]3)=[O:12])=[CH:7]2)[CH:29]=1.